This data is from Full USPTO retrosynthesis dataset with 1.9M reactions from patents (1976-2016). The task is: Predict the reactants needed to synthesize the given product. (1) The reactants are: [H-].[Na+].[CH2:3]([O:5][C:6](=[O:20])[CH2:7][C:8]1[N:9]([C:13]2[C:18]([Br:19])=[CH:17][CH:16]=[CH:15][N:14]=2)[N:10]=[CH:11][CH:12]=1)[CH3:4].Cl[C:22]1[CH:23]([CH2:29][CH2:30][CH3:31])[N:24]([OH:28])[CH:25]=[CH:26][N:27]=1.CCOC(C)=O. Given the product [CH2:3]([O:5][C:6](=[O:20])[CH:7]([C:8]1[N:9]([C:13]2[C:18]([Br:19])=[CH:17][CH:16]=[CH:15][N:14]=2)[N:10]=[CH:11][CH:12]=1)[C:22]1[CH:23]([CH2:29][CH2:30][CH3:31])[N:24]([OH:28])[CH:25]=[CH:26][N:27]=1)[CH3:4], predict the reactants needed to synthesize it. (2) Given the product [F:1][C:2]1[CH:21]=[C:20]([N:22]2[CH2:23][CH2:24][O:25][CH2:26][CH2:27]2)[CH:19]=[CH:18][C:3]=1[CH2:4][N:5]1[CH2:6][CH2:7][NH:8][CH2:9][CH2:10]1, predict the reactants needed to synthesize it. The reactants are: [F:1][C:2]1[CH:21]=[C:20]([N:22]2[CH2:27][CH2:26][O:25][CH2:24][CH2:23]2)[CH:19]=[CH:18][C:3]=1[CH2:4][N:5]1[CH2:10][CH2:9][N:8](C(OC(C)(C)C)=O)[CH2:7][CH2:6]1.Cl. (3) Given the product [Br:27][C:28]1[CH:33]=[CH:32][C:31]([N:22]2[CH:26]=[CH:25][N:24]=[CH:23]2)=[CH:30][C:29]=1[O:35][CH3:36], predict the reactants needed to synthesize it. The reactants are: N1C=CC=CC=1C1NC2C=CC=CC=2N=1.C(=O)([O-])[O-].[Cs+].[Cs+].[NH:22]1[CH:26]=[CH:25][N:24]=[CH:23]1.[Br:27][C:28]1[CH:33]=[CH:32][C:31](I)=[CH:30][C:29]=1[O:35][CH3:36]. (4) Given the product [CH2:1]=[C:14]1[CH2:15][CH2:16][C:11]2([O:10][CH2:9][CH2:8][O:7]2)[CH2:12][CH2:13]1, predict the reactants needed to synthesize it. The reactants are: [CH3:1]C(C)([O-])C.[K+].[O:7]1[C:11]2([CH2:16][CH2:15][C:14](=O)[CH2:13][CH2:12]2)[O:10][CH2:9][CH2:8]1.